This data is from Forward reaction prediction with 1.9M reactions from USPTO patents (1976-2016). The task is: Predict the product of the given reaction. (1) The product is: [Br:1][C:2]1[CH:3]=[C:4]([CH:8]([CH:9]([C:11]2[CH:12]=[CH:13][C:14]([C:15]([O:17][CH3:18])=[O:16])=[CH:19][CH:20]=2)[CH3:10])[C:21]([OH:23])=[O:22])[CH:5]=[CH:6][CH:7]=1. Given the reactants [Br:1][C:2]1[CH:3]=[C:4]([CH:8]([C:21]([O:23]CC2C=CC(OC)=CC=2)=[O:22])[CH:9]([C:11]2[CH:20]=[CH:19][C:14]([C:15]([O:17][CH3:18])=[O:16])=[CH:13][CH:12]=2)[CH3:10])[CH:5]=[CH:6][CH:7]=1.COC1C=CC=CC=1.FC(F)(F)C(O)=O, predict the reaction product. (2) The product is: [NH2:1][C:4]1[CH:9]=[C:8]([Cl:10])[CH:7]=[C:6]([CH3:11])[C:5]=1[O:12][CH3:13]. Given the reactants [N+:1]([C:4]1[CH:9]=[C:8]([Cl:10])[CH:7]=[C:6]([CH3:11])[C:5]=1[O:12][CH3:13])([O-])=O, predict the reaction product. (3) Given the reactants [Cl:1][C:2]1[CH:7]=[CH:6][C:5]([CH:8]([C:20]2[CH:25]=[CH:24][C:23]([Cl:26])=[CH:22][CH:21]=2)[C:9]2[CH:10]=[C:11]3[C:16](=[CH:17][CH:18]=2)[N:15]=[CH:14][N:13]=[C:12]3Cl)=[CH:4][CH:3]=1.Cl.[NH2:28][CH2:29][CH2:30][C:31]1[CH:32]=[C:33]([CH:38]=[CH:39][CH:40]=1)[C:34]([O:36][CH3:37])=[O:35], predict the reaction product. The product is: [Cl:26][C:23]1[CH:24]=[CH:25][C:20]([CH:8]([C:5]2[CH:4]=[CH:3][C:2]([Cl:1])=[CH:7][CH:6]=2)[C:9]2[CH:10]=[C:11]3[C:16](=[CH:17][CH:18]=2)[N:15]=[CH:14][N:13]=[C:12]3[NH:28][CH2:29][CH2:30][C:31]2[CH:32]=[C:33]([CH:38]=[CH:39][CH:40]=2)[C:34]([O:36][CH3:37])=[O:35])=[CH:21][CH:22]=1. (4) Given the reactants [Cl:1][C:2]1[CH:7]=[C:6]2[NH:8][C:9](=[O:43])[C@@:10]3([C@@H:15]([C:16]4[CH:21]=[C:20]([Cl:22])[CH:19]=[CH:18][C:17]=4[O:23][C:24]([CH3:33])([CH3:32])[C:25]([NH:27][S:28]([CH3:31])(=[O:30])=[O:29])=[O:26])[CH2:14][C:13](=[O:34])[NH:12][C@H:11]3[C:35]3[CH:40]=[C:39]([F:41])[CH:38]=[CH:37][C:36]=3[CH3:42])[C:5]2=[CH:4][CH:3]=1.[C:44](OC(=O)C)(=[O:46])[CH3:45], predict the reaction product. The product is: [C:44]([N:8]1[C:6]2[C:5](=[CH:4][CH:3]=[C:2]([Cl:1])[CH:7]=2)[C@:10]2([C@@H:15]([C:16]3[CH:21]=[C:20]([Cl:22])[CH:19]=[CH:18][C:17]=3[O:23][C:24]([CH3:33])([CH3:32])[C:25]([NH:27][S:28]([CH3:31])(=[O:29])=[O:30])=[O:26])[CH2:14][C:13](=[O:34])[NH:12][C@H:11]2[C:35]2[CH:40]=[C:39]([F:41])[CH:38]=[CH:37][C:36]=2[CH3:42])[C:9]1=[O:43])(=[O:46])[CH3:45]. (5) Given the reactants [CH2:1]([N:5]1[CH:9]=[C:8]([NH:10][C:11]([NH:13][C:14]2[CH:19]=[CH:18][C:17]([O:20][C:21]([F:24])([F:23])[F:22])=[CH:16][CH:15]=2)=[O:12])[N:7]=[C:6]1[C:25]([NH:27][CH2:28][CH2:29][CH2:30][Cl:31])=[O:26])[CH2:2][CH2:3][CH3:4].[F:32][C:33]([F:37])([F:36])[CH2:34][NH2:35].[I-].[Na+], predict the reaction product. The product is: [ClH:31].[CH2:1]([N:5]1[CH:9]=[C:8]([NH:10][C:11]([NH:13][C:14]2[CH:19]=[CH:18][C:17]([O:20][C:21]([F:24])([F:23])[F:22])=[CH:16][CH:15]=2)=[O:12])[N:7]=[C:6]1[C:25]([NH:27][CH2:28][CH2:29][CH2:30][NH:35][CH2:34][C:33]([F:37])([F:36])[F:32])=[O:26])[CH2:2][CH2:3][CH3:4]. (6) Given the reactants [OH:1]/[N:2]=[C:3](\[NH2:17])/[C:4]1[CH:9]=[CH:8][C:7]([O:10][C:11]2[CH:16]=[CH:15][N:14]=[CH:13][CH:12]=2)=[CH:6][CH:5]=1.[CH2:18]([O:25][C:26]1[CH:34]=[CH:33][C:29]([C:30](Cl)=O)=[CH:28][CH:27]=1)[C:19]1[CH:24]=[CH:23][CH:22]=[CH:21][CH:20]=1, predict the reaction product. The product is: [CH2:18]([O:25][C:26]1[CH:27]=[CH:28][C:29]([C:30]2[O:1][N:2]=[C:3]([C:4]3[CH:5]=[CH:6][C:7]([O:10][C:11]4[CH:16]=[CH:15][N:14]=[CH:13][CH:12]=4)=[CH:8][CH:9]=3)[N:17]=2)=[CH:33][CH:34]=1)[C:19]1[CH:20]=[CH:21][CH:22]=[CH:23][CH:24]=1.